From a dataset of Reaction yield outcomes from USPTO patents with 853,638 reactions. Predict the reaction yield, written as a fraction of the theoretical maximum amount of product (1.0 means a 100% yield; for example, 0.34 means a 34% yield). (1) The reactants are [F:1][C:2]1[CH:3]=[C:4]([CH:7]=[C:8]([O:11]C)[C:9]=1[OH:10])[CH:5]=[O:6].B(Br)(Br)Br. The catalyst is ClCCl. The product is [F:1][C:2]1[CH:3]=[C:4]([CH:7]=[C:8]([OH:11])[C:9]=1[OH:10])[CH:5]=[O:6]. The yield is 0.890. (2) The reactants are [OH-].[Na+:2].C[O:4][C:5]([CH:7]1[CH2:12][CH2:11][CH:10]([NH:13][C:14]2[N:19]=[C:18]([N:20]3[C:28]4[C:23](=[C:24]([O:29][CH2:30][CH2:31][CH2:32][S:33]([CH3:36])(=[O:35])=[O:34])[CH:25]=[CH:26][CH:27]=4)[CH:22]=[CH:21]3)[CH:17]=[CH:16][N:15]=2)[CH2:9][CH2:8]1)=[O:6]. The catalyst is O.CC(O)C. The product is [CH3:36][S:33]([CH2:32][CH2:31][CH2:30][O:29][C:24]1[CH:25]=[CH:26][CH:27]=[C:28]2[C:23]=1[CH:22]=[CH:21][N:20]2[C:18]1[CH:17]=[CH:16][N:15]=[C:14]([NH:13][CH:10]2[CH2:11][CH2:12][CH:7]([C:5]([O-:6])=[O:4])[CH2:8][CH2:9]2)[N:19]=1)(=[O:35])=[O:34].[Na+:2]. The yield is 0.969. (3) The reactants are [C:1]([O:5][C:6](=[O:20])[NH:7][C@@H:8]1[C:14](=[O:15])[NH:13][C:12]2[CH:16]=[CH:17][CH:18]=[CH:19][C:11]=2[NH:10][CH2:9]1)([CH3:4])([CH3:3])[CH3:2].[C:21]([C:24]1[CH:32]=[CH:31][C:27]([C:28](O)=[O:29])=[CH:26][CH:25]=1)(=[O:23])[CH3:22].O=P(Cl)(Cl)Cl.O. The catalyst is N1C=CC=CC=1. The product is [C:21]([C:24]1[CH:32]=[CH:31][C:27]([C:28]([N:10]2[CH2:9][C@H:8]([NH:7][C:6](=[O:20])[O:5][C:1]([CH3:4])([CH3:2])[CH3:3])[C:14](=[O:15])[NH:13][C:12]3[CH:16]=[CH:17][CH:18]=[CH:19][C:11]2=3)=[O:29])=[CH:26][CH:25]=1)(=[O:23])[CH3:22]. The yield is 0.750.